From a dataset of Peptide-MHC class I binding affinity with 185,985 pairs from IEDB/IMGT. Regression. Given a peptide amino acid sequence and an MHC pseudo amino acid sequence, predict their binding affinity value. This is MHC class I binding data. (1) The peptide sequence is NVAVIDKAK. The MHC is HLA-A31:01 with pseudo-sequence HLA-A31:01. The binding affinity (normalized) is 0.127. (2) The MHC is Mamu-A07 with pseudo-sequence Mamu-A07. The peptide sequence is CHIRQIINTW. The binding affinity (normalized) is 0.0941.